This data is from NCI-60 drug combinations with 297,098 pairs across 59 cell lines. The task is: Regression. Given two drug SMILES strings and cell line genomic features, predict the synergy score measuring deviation from expected non-interaction effect. (1) Drug 1: CC=C1C(=O)NC(C(=O)OC2CC(=O)NC(C(=O)NC(CSSCCC=C2)C(=O)N1)C(C)C)C(C)C. Drug 2: C1CCC(C(C1)N)N.C(=O)(C(=O)[O-])[O-].[Pt+4]. Cell line: UO-31. Synergy scores: CSS=3.01, Synergy_ZIP=-2.31, Synergy_Bliss=-0.194, Synergy_Loewe=-5.25, Synergy_HSA=-5.39. (2) Drug 1: CN1C2=C(C=C(C=C2)N(CCCl)CCCl)N=C1CCCC(=O)O.Cl. Drug 2: C1C(C(OC1N2C=NC(=NC2=O)N)CO)O. Cell line: HCT116. Synergy scores: CSS=13.2, Synergy_ZIP=-2.13, Synergy_Bliss=-1.14, Synergy_Loewe=-10.4, Synergy_HSA=-2.12. (3) Drug 1: CN1C(=O)N2C=NC(=C2N=N1)C(=O)N. Drug 2: CCCCC(=O)OCC(=O)C1(CC(C2=C(C1)C(=C3C(=C2O)C(=O)C4=C(C3=O)C=CC=C4OC)O)OC5CC(C(C(O5)C)O)NC(=O)C(F)(F)F)O. Cell line: RXF 393. Synergy scores: CSS=24.8, Synergy_ZIP=4.11, Synergy_Bliss=5.88, Synergy_Loewe=-30.2, Synergy_HSA=0.780.